From a dataset of Experimentally validated miRNA-target interactions with 360,000+ pairs, plus equal number of negative samples. Binary Classification. Given a miRNA mature sequence and a target amino acid sequence, predict their likelihood of interaction. (1) The miRNA is mmu-miR-5135 with sequence AGGUCUAGGUGGCAAGGGCGUCCU. The protein sequence of the target gene is MPHLLVTFRDVAIDFSQEEWECLDPAQRDLYRDVMLENYSNLISLDLESSCVTKKLSPEKEIYEMESLQWENMGKRINHHLQYNGLGDNMECKGNLEGQEASQEGLYMCVKITCEEKATESHSTSSTFHRIIPTKEKLYKCKECRQGFSYLSCLIQHEENHNIEKCSEVKKHRNTFSKKPSYIQHQRIQTGEKPYECMECGKAFGRTSDLIQHQKIHTNEKPYQCNACGKAFIRGSQLTEHQRVHTGEKPYECKKCGKAFSYCSQYTLHQRIHSGEKPYECKDCGKAFILGSQLTYHQRI.... Result: 0 (no interaction). (2) The miRNA is hsa-miR-4800-5p with sequence AGUGGACCGAGGAAGGAAGGA. The protein sequence of the target gene is MSLGSELFRDVAIVFSQEEWQWLAPAQRDLYRDVMLETYSNLVSLGLAVSKPDVISFLEQGKEPWMVERVVSGGLCPVLESRYDTKELFPKQHVYEVESPQWEIMESLTSYGLECSSFQDDWECRNQFDRQQGNPDRHFHQMIIRHEEMPTFDQHASLTFYQKIHTREKPFGYNKCRKDFWQKELLINHQGIYTNEKPYKCKECGKAFKYGSRLIQHENIHSGKKPYECKECGKAFNSGSNFIQHQRVHTGEKPYECKDCEKAFSRSSQLIEHQRTHTGEKPYQCKECGKAFNRISHLKV.... Result: 0 (no interaction). (3) The miRNA is hsa-miR-4740-3p with sequence GCCCGAGAGGAUCCGUCCCUGC. The protein sequence of the target gene is MVSTTLSVSRMTFVWRAARPSLLNHSLRKMSYQEGKPEPAKQALKKSKLPLGRFDSLEDSPEEREPLQKFPDDVNPVTKEKGGPKGPEPTRYGDWERKGRCIDF. Result: 0 (no interaction).